The task is: Predict the product of the given reaction.. This data is from Forward reaction prediction with 1.9M reactions from USPTO patents (1976-2016). (1) Given the reactants Br[C:2]1[C:3]([CH3:10])=[C:4]([CH2:8][OH:9])[CH:5]=[CH:6][CH:7]=1.C([O-])(=O)C.[K+].[B:16]1([B:16]2[O:20][C:19]([CH3:22])([CH3:21])[C:18]([CH3:24])([CH3:23])[O:17]2)[O:20][C:19]([CH3:22])([CH3:21])[C:18]([CH3:24])([CH3:23])[O:17]1, predict the reaction product. The product is: [CH3:10][C:3]1[C:2]([B:16]2[O:20][C:19]([CH3:22])([CH3:21])[C:18]([CH3:24])([CH3:23])[O:17]2)=[CH:7][CH:6]=[CH:5][C:4]=1[CH2:8][OH:9]. (2) Given the reactants C[CH:2]([C@@H:6]1[CH2:11][CH2:10][NH:9][C@H:8]([C:12]2[CH:17]=[CH:16][C:15]([C:18]([F:21])([F:20])[F:19])=[CH:14][CH:13]=2)[CH2:7]1)[C:3]([O-:5])=[O:4].[CH3:22][CH:23]([CH3:28])[CH2:24][CH2:25][CH:26]=O.N#N.[CH3:31][C:32]([C:34]#[CH:35])=[CH2:33].[CH3:36]O, predict the reaction product. The product is: [CH3:22][C:23](=[CH2:28])[C:24]#[C:25][C@@H:26]([N:9]1[CH2:10][CH2:11][C@@H:6]([CH2:2][C:3]([O:5][CH3:36])=[O:4])[CH2:7][C@H:8]1[C:12]1[CH:17]=[CH:16][C:15]([C:18]([F:20])([F:19])[F:21])=[CH:14][CH:13]=1)[CH2:35][CH2:34][CH:32]([CH3:31])[CH3:33]. (3) The product is: [OH:9][C:7]1[C:19]([C:20]([O:22][CH2:23][CH3:24])=[O:21])=[C:18]([C:17]([O:26][CH2:27][CH3:28])=[O:25])[C:12]([OH:14])=[C:2]2[C:3]=1[CH:4]=[CH:5][CH:6]=[N:1]2. Given the reactants [N:1]1[CH:6]=[CH:5][CH:4]=[C:3]([C:7]([O:9]CC)=O)[C:2]=1[C:12]([O:14]CC)=O.[C:17]([O:26][CH2:27][CH3:28])(=[O:25])[CH2:18][CH2:19][C:20]([O:22][CH2:23][CH3:24])=[O:21].CC[O-].[Na+].CCO.[NH4+].[Cl-], predict the reaction product. (4) Given the reactants Br[C:2]1[C:7]([C:8]([F:11])([F:10])[F:9])=[CH:6][C:5]([NH:12][C:13]2[N:17]=[C:16]([NH2:18])[NH:15][N:14]=2)=[CH:4][C:3]=1[Cl:19].[F:20][C:21]1[CH:26]=[CH:25][C:24](B(O)O)=[CH:23][C:22]=1[C:30](=[O:35])[NH:31][CH2:32][CH2:33][OH:34].C(=O)([O-])[O-].[Na+].[Na+].O, predict the reaction product. The product is: [NH2:18][C:16]1[NH:15][N:14]=[C:13]([NH:12][C:5]2[CH:6]=[C:7]([C:8]([F:11])([F:10])[F:9])[C:2]([C:24]3[CH:25]=[CH:26][C:21]([F:20])=[C:22]([C:30]([NH:31][CH2:32][CH2:33][OH:34])=[O:35])[CH:23]=3)=[C:3]([Cl:19])[CH:4]=2)[N:17]=1.